Dataset: Full USPTO retrosynthesis dataset with 1.9M reactions from patents (1976-2016). Task: Predict the reactants needed to synthesize the given product. (1) Given the product [CH2:38]([O:37][C:35]([NH:1][CH2:2][CH2:3][O:4][C:5]1[N:6]=[C:7]2[C:12](=[CH:13][CH:14]=1)[N:11]=[CH:10][C:9]([F:15])=[C:8]2[CH2:16][CH2:17][C:18]12[CH2:23][CH2:22][C:21]([NH:26][C:27](=[O:33])[O:28][C:29]([CH3:30])([CH3:32])[CH3:31])([CH2:24][CH2:25]1)[CH2:20][O:19]2)=[O:36])[C:39]1[CH:44]=[CH:43][CH:42]=[CH:41][CH:40]=1, predict the reactants needed to synthesize it. The reactants are: [NH2:1][CH2:2][CH2:3][O:4][C:5]1[N:6]=[C:7]2[C:12](=[CH:13][CH:14]=1)[N:11]=[CH:10][C:9]([F:15])=[C:8]2[CH2:16][CH2:17][C:18]12[CH2:25][CH2:24][C:21]([NH:26][C:27](=[O:33])[O:28][C:29]([CH3:32])([CH3:31])[CH3:30])([CH2:22][CH2:23]1)[CH2:20][O:19]2.Cl[C:35]([O:37][CH2:38][C:39]1[CH:44]=[CH:43][CH:42]=[CH:41][CH:40]=1)=[O:36]. (2) Given the product [F:1][C:2]1[CH:7]=[CH:6][C:5]([N:8]2[C:11](=[O:12])[C@H:10]([S:13][CH2:14][CH:15]([OH:16])[C:17]3[CH:22]=[CH:21][C:20]([CH3:23])=[CH:19][CH:18]=3)[C@H:9]2[C:24]2[CH:25]=[CH:26][C:27]([O:28][CH2:29][C:30]([NH:36][CH2:37][C:38]([NH:40][C@@H:41]([C:45]([OH:47])=[O:46])[CH:42]([CH3:43])[CH3:44])=[O:39])=[O:32])=[CH:33][CH:34]=2)=[CH:4][CH:3]=1, predict the reactants needed to synthesize it. The reactants are: [F:1][C:2]1[CH:7]=[CH:6][C:5]([N:8]2[C:11](=[O:12])[C@H:10]([S:13][CH2:14][C:15]([C:17]3[CH:22]=[CH:21][C:20]([CH3:23])=[CH:19][CH:18]=3)=[O:16])[C@H:9]2[C:24]2[CH:34]=[CH:33][C:27]([O:28][CH2:29][C:30]([OH:32])=O)=[CH:26][CH:25]=2)=[CH:4][CH:3]=1.Cl.[NH2:36][CH2:37][C:38]([NH:40][C@@H:41]([C:45]([O:47]C(C)(C)C)=[O:46])[CH:42]([CH3:44])[CH3:43])=[O:39].CN1CCOCC1.CN(C(ON1N=NC2C=CC=CC1=2)=[N+](C)C)C.[B-](F)(F)(F)F.[BH4-].[Na+]. (3) The reactants are: C(N(CC)C(C)C)(C)C.[Cl:10][C:11]1[C:12]([F:32])=[C:13]([NH:17][C:18]2[C:27]3[C:22](=[CH:23][C:24]([O:30][CH3:31])=[C:25]([CH2:28]Cl)[CH:26]=3)[N:21]=[CH:20][N:19]=2)[CH:14]=[CH:15][CH:16]=1.[NH2:33][C:34]([C:36]1([NH:47][CH3:48])[CH2:39][N:38]([C:40]([O:42][C:43]([CH3:46])([CH3:45])[CH3:44])=[O:41])[CH2:37]1)=[O:35].O. Given the product [NH2:33][C:34]([C:36]1([N:47]([CH2:28][C:25]2[CH:26]=[C:27]3[C:22](=[CH:23][C:24]=2[O:30][CH3:31])[N:21]=[CH:20][N:19]=[C:18]3[NH:17][C:13]2[CH:14]=[CH:15][CH:16]=[C:11]([Cl:10])[C:12]=2[F:32])[CH3:48])[CH2:39][N:38]([C:40]([O:42][C:43]([CH3:44])([CH3:45])[CH3:46])=[O:41])[CH2:37]1)=[O:35], predict the reactants needed to synthesize it. (4) Given the product [Br:1][C:2]1[CH:7]=[C:6]([F:8])[CH:5]=[CH:4][C:3]=1[CH:9]1[CH2:10][CH2:11][CH2:12][O:14]1, predict the reactants needed to synthesize it. The reactants are: [Br:1][C:2]1[CH:7]=[C:6]([F:8])[CH:5]=[CH:4][C:3]=1[CH:9]([OH:14])[CH2:10][CH2:11][CH2:12]O.